Dataset: Full USPTO retrosynthesis dataset with 1.9M reactions from patents (1976-2016). Task: Predict the reactants needed to synthesize the given product. (1) Given the product [C:32]([O:36][C:37]([N:39]1[CH2:44][CH2:43][CH:42]([C:45](=[O:46])[NH:1][CH2:2][CH2:3][NH:4][C:5](=[O:31])[C:6]2[CH:7]=[CH:8][C:9]([S:12](=[O:29])(=[O:30])[NH:13][C:14]3[CH:19]=[CH:18][CH:17]=[CH:16][C:15]=3[O:20][C:21]3[CH:26]=[CH:25][C:24]([Cl:27])=[CH:23][C:22]=3[Cl:28])=[CH:10][CH:11]=2)[CH2:41][CH2:40]1)=[O:38])([CH3:35])([CH3:34])[CH3:33], predict the reactants needed to synthesize it. The reactants are: [NH2:1][CH2:2][CH2:3][NH:4][C:5](=[O:31])[C:6]1[CH:11]=[CH:10][C:9]([S:12](=[O:30])(=[O:29])[NH:13][C:14]2[CH:19]=[CH:18][CH:17]=[CH:16][C:15]=2[O:20][C:21]2[CH:26]=[CH:25][C:24]([Cl:27])=[CH:23][C:22]=2[Cl:28])=[CH:8][CH:7]=1.[C:32]([O:36][C:37]([N:39]1[CH2:44][CH2:43][CH:42]([C:45](O)=[O:46])[CH2:41][CH2:40]1)=[O:38])([CH3:35])([CH3:34])[CH3:33]. (2) Given the product [F:17][C:4]1[CH:3]=[N:13][C:12]2[C:7]([C:5]=1[OH:6])=[N:8][C:9]([CH3:16])=[CH:10][CH:11]=2, predict the reactants needed to synthesize it. The reactants are: CN(C)/[CH:3]=[C:4](\[F:17])/[C:5]([C:7]1[C:12]([N+:13]([O-])=O)=[CH:11][CH:10]=[C:9]([CH3:16])[N:8]=1)=[O:6].[Cl-].[NH4+]. (3) Given the product [Br:8][C:5]1[CH:6]=[CH:7][C:2]([NH:1][C:22](=[O:23])[C:21]2[CH:25]=[CH:26][C:18]([C:17]([F:16])([F:27])[F:28])=[CH:19][CH:20]=2)=[C:3]([OH:9])[CH:4]=1, predict the reactants needed to synthesize it. The reactants are: [NH2:1][C:2]1[CH:7]=[CH:6][C:5]([Br:8])=[CH:4][C:3]=1[OH:9].N1C=CC=CC=1.[F:16][C:17]([F:28])([F:27])[C:18]1[CH:26]=[CH:25][C:21]([C:22](Cl)=[O:23])=[CH:20][CH:19]=1. (4) Given the product [F:18][C:15]1[CH:16]=[CH:17][C:12]([CH2:11][N:8]2[C:6]3=[N:7][C:2]([C:20]4[S:19][CH:23]=[CH:22][CH:21]=4)=[CH:3][N:4]=[C:5]3[N:10]=[N:9]2)=[CH:13][CH:14]=1, predict the reactants needed to synthesize it. The reactants are: Br[C:2]1[N:7]=[C:6]2[N:8]([CH2:11][C:12]3[CH:17]=[CH:16][C:15]([F:18])=[CH:14][CH:13]=3)[N:9]=[N:10][C:5]2=[N:4][CH:3]=1.[S:19]1[CH:23]=[CH:22][CH:21]=[C:20]1B(O)O.C([O-])(O)=O.[Na+]. (5) Given the product [F:17][C:12]1[CH:11]=[C:10]([N:18]2[CH2:23][CH2:22][O:21][CH2:20][CH2:19]2)[CH:15]=[C:14]([F:16])[CH:13]=1, predict the reactants needed to synthesize it. The reactants are: [O-]P([O-])([O-])=O.[K+].[K+].[K+].Br[C:10]1[CH:15]=[C:14]([F:16])[CH:13]=[C:12]([F:17])[CH:11]=1.[NH:18]1[CH2:23][CH2:22][O:21][CH2:20][CH2:19]1. (6) The reactants are: [CH3:1][S:2]([C:5]1[CH:10]=[CH:9][C:8]([C:11]2[CH:12]=[N:13][C:14]([O:17][CH2:18][CH:19]3[CH2:24][CH2:23][N:22]([C:25]([O:27]C(C)(C)C)=O)[CH2:21][CH2:20]3)=[N:15][CH:16]=2)=[CH:7][CH:6]=1)(=[O:4])=[O:3].C(O)(C(F)(F)F)=O.C(Cl)(=O)[C:40]1[CH:45]=[CH:44][CH:43]=[CH:42][CH:41]=1.C(N(CC)CC)C. Given the product [C:25]([N:22]1[CH2:21][CH2:20][CH:19]([CH2:18][O:17][C:14]2[N:13]=[CH:12][C:11]([C:8]3[CH:9]=[CH:10][C:5]([S:2]([CH3:1])(=[O:4])=[O:3])=[CH:6][CH:7]=3)=[CH:16][N:15]=2)[CH2:24][CH2:23]1)(=[O:27])[C:40]1[CH:45]=[CH:44][CH:43]=[CH:42][CH:41]=1, predict the reactants needed to synthesize it. (7) Given the product [C:23]([Si:20]([CH3:21])([CH3:22])[O:19][C:16]1[CH:15]=[CH:14][C:13]([NH:12][CH:9]2[CH2:10][CH2:11][N:6]([C@H:4]([CH3:5])[CH2:3][CH2:2][NH:1][C:34]([C:33]3[C:28]([CH3:27])=[N:29][CH:30]=[N:31][C:32]=3[CH3:37])=[O:35])[CH2:7][CH2:8]2)=[CH:18][CH:17]=1)([CH3:25])([CH3:24])[CH3:26], predict the reactants needed to synthesize it. The reactants are: [NH2:1][CH2:2][CH2:3][C@H:4]([N:6]1[CH2:11][CH2:10][CH:9]([NH:12][C:13]2[CH:18]=[CH:17][C:16]([O:19][Si:20]([C:23]([CH3:26])([CH3:25])[CH3:24])([CH3:22])[CH3:21])=[CH:15][CH:14]=2)[CH2:8][CH2:7]1)[CH3:5].[CH3:27][C:28]1[C:33]([C:34](O)=[O:35])=[C:32]([CH3:37])[N:31]=[CH:30][N:29]=1. (8) Given the product [C:9]1([C:12]2[CH:17]=[CH:16][CH:15]=[CH:14][CH:13]=2)[CH:10]=[CH:11][C:6]([CH2:5][C@H:4]([NH:18][C:24]([C:23]2[C:22]([O:33][CH3:34])=[C:21]([C:40]3[CH:41]=[CH:42][C:37]([C:36]([F:47])([F:46])[F:35])=[CH:38][CH:39]=3)[CH:29]=[C:28]([Cl:30])[C:27]=2[O:31][CH3:32])=[O:26])[C:3]([OH:2])=[O:19])=[CH:7][CH:8]=1, predict the reactants needed to synthesize it. The reactants are: C[O:2][C:3](=[O:19])[C@@H:4]([NH2:18])[CH2:5][C:6]1[CH:11]=[CH:10][C:9]([C:12]2[CH:17]=[CH:16][CH:15]=[CH:14][CH:13]=2)=[CH:8][CH:7]=1.Br[C:21]1[C:22]([O:33][CH3:34])=[C:23]([C:27]([O:31][CH3:32])=[C:28]([Cl:30])[CH:29]=1)[C:24]([OH:26])=O.[F:35][C:36]([F:47])([F:46])[C:37]1[CH:42]=[CH:41][C:40](B(O)O)=[CH:39][CH:38]=1. (9) Given the product [Cl:12][C:13]1[CH:18]=[CH:17][C:16]([NH:19][C:6]2[C:5]([N+:9]([O-:11])=[O:10])=[CH:4][N:3]=[C:2]([Cl:1])[N:7]=2)=[CH:15][C:14]=1[F:20], predict the reactants needed to synthesize it. The reactants are: [Cl:1][C:2]1[N:7]=[C:6](Cl)[C:5]([N+:9]([O-:11])=[O:10])=[CH:4][N:3]=1.[Cl:12][C:13]1[CH:18]=[CH:17][C:16]([NH2:19])=[CH:15][C:14]=1[F:20].C(N(CC)CC)C.